Dataset: Catalyst prediction with 721,799 reactions and 888 catalyst types from USPTO. Task: Predict which catalyst facilitates the given reaction. (1) Reactant: [C:9](O[C:9]([O:11][C:12]([CH3:15])([CH3:14])[CH3:13])=[O:10])([O:11][C:12]([CH3:15])([CH3:14])[CH3:13])=[O:10].[NH:16]1[CH:20]=[CH:19][C:18]([NH2:21])=[N:17]1. Product: [NH:16]1[CH:20]=[CH:19][C:18]([NH:21][C:9](=[O:10])[O:11][C:12]([CH3:13])([CH3:14])[CH3:15])=[N:17]1. The catalyst class is: 1. (2) Reactant: [F:1][C:2]1[CH:7]=[CH:6][CH:5]=[CH:4][C:3]=1[OH:8].Br[CH2:10][CH2:11][C:12]([OH:14])=[O:13].[OH-].[Na+].Cl. Product: [F:1][C:2]1[CH:7]=[CH:6][CH:5]=[CH:4][C:3]=1[O:8][CH2:10][CH2:11][C:12]([OH:14])=[O:13]. The catalyst class is: 6.